From a dataset of Reaction yield outcomes from USPTO patents with 853,638 reactions. Predict the reaction yield, written as a fraction of the theoretical maximum amount of product (1.0 means a 100% yield; for example, 0.34 means a 34% yield). (1) The reactants are Br[C:2]1[CH:11]=[CH:10][C:5]([C:6]([O:8][CH3:9])=[O:7])=[CH:4][CH:3]=1.C(B(CC)[C:15]1[CH:16]=[N:17][CH:18]=[CH:19][CH:20]=1)C.[OH-].[K+].[Cl-].[NH4+]. The catalyst is O1CCCC1.[Br-].C([N+](CCCC)(CCCC)CCCC)CCC.C1C=CC([P]([Pd]([P](C2C=CC=CC=2)(C2C=CC=CC=2)C2C=CC=CC=2)([P](C2C=CC=CC=2)(C2C=CC=CC=2)C2C=CC=CC=2)[P](C2C=CC=CC=2)(C2C=CC=CC=2)C2C=CC=CC=2)(C2C=CC=CC=2)C2C=CC=CC=2)=CC=1.C(OCC)(=O)C.O. The product is [N:17]1[CH:18]=[CH:19][CH:20]=[C:15]([C:2]2[CH:11]=[CH:10][C:5]([C:6]([O:8][CH3:9])=[O:7])=[CH:4][CH:3]=2)[CH:16]=1. The yield is 0.450. (2) The reactants are [Br:1][C:2]1[CH:3]=[C:4]([CH:7]=[CH:8][CH:9]=1)[CH2:5][OH:6].CC(C)([O-])C.[Na+].[Br:16][C:17]1[CH:22]=[C:21]([C:23]2[N:24]=[N:25][C:26](Cl)=[CH:27][CH:28]=2)[CH:20]=[C:19]([Br:30])[C:18]=1[OH:31]. The catalyst is C1COCC1. The product is [Br:30][C:19]1[CH:20]=[C:21]([C:23]2[N:24]=[N:25][C:26]([O:6][CH2:5][C:4]3[CH:7]=[CH:8][CH:9]=[C:2]([Br:1])[CH:3]=3)=[CH:27][CH:28]=2)[CH:22]=[C:17]([Br:16])[C:18]=1[OH:31]. The yield is 0.490.